From a dataset of Reaction yield outcomes from USPTO patents with 853,638 reactions. Predict the reaction yield, written as a fraction of the theoretical maximum amount of product (1.0 means a 100% yield; for example, 0.34 means a 34% yield). The reactants are C([O-])([O-])=O.[Cs+].[Cs+].[CH2:7]([O:9][C:10](=[O:19])[C:11]1[CH:16]=[CH:15][C:14]([OH:17])=[C:13]([OH:18])[CH:12]=1)[CH3:8].Br[CH2:21][CH2:22]Br. The yield is 0.290. The product is [CH2:7]([O:9][C:10]([C:11]1[CH:16]=[CH:15][C:14]2[O:17][CH2:21][CH2:22][O:18][C:13]=2[CH:12]=1)=[O:19])[CH3:8]. The catalyst is CN(C=O)C.